The task is: Predict the reactants needed to synthesize the given product.. This data is from Retrosynthesis with 50K atom-mapped reactions and 10 reaction types from USPTO. Given the product O=[N+]([O-])c1ccc(Br)cc1NC1CCN(C2CCOCC2)CC1, predict the reactants needed to synthesize it. The reactants are: NC1CCN(C2CCOCC2)CC1.O=[N+]([O-])c1ccc(Br)cc1F.